Task: Predict the product of the given reaction.. Dataset: Forward reaction prediction with 1.9M reactions from USPTO patents (1976-2016) (1) Given the reactants [C:1]([C:3]1[CH:4]=[CH:5][C:6]([OH:36])=[C:7]([S:9]([NH:12][CH2:13][CH2:14][C:15]2[CH:20]=[CH:19][C:18]([C:21]3[CH:26]=[CH:25][CH:24]=[CH:23][C:22]=3[S:27]([CH3:30])(=[O:29])=[O:28])=[CH:17][C:16]=2[O:31][CH2:32][C:33]([O-:35])=[O:34])(=[O:11])=[O:10])[CH:8]=1)#[N:2].[Na+].[NH2:38][OH:39].Cl, predict the reaction product. The product is: [OH:36][C:6]1[CH:5]=[CH:4][C:3]([C:1](=[NH:2])[NH:38][OH:39])=[CH:8][C:7]=1[S:9]([NH:12][CH2:13][CH2:14][C:15]1[CH:20]=[CH:19][C:18]([C:21]2[CH:26]=[CH:25][CH:24]=[CH:23][C:22]=2[S:27]([CH3:30])(=[O:29])=[O:28])=[CH:17][C:16]=1[O:31][CH2:32][C:33]([OH:35])=[O:34])(=[O:10])=[O:11]. (2) Given the reactants [BH4-].[Na+].[OH:3][C:4]1[CH:9]=[C:8]([O:10][CH3:11])[CH:7]=[CH:6][C:5]=1[C:12]([C:14]1[CH:19]=[CH:18][CH:17]=[CH:16][CH:15]=1)=[O:13], predict the reaction product. The product is: [OH:13][CH:12]([C:14]1[CH:15]=[CH:16][CH:17]=[CH:18][CH:19]=1)[C:5]1[CH:6]=[CH:7][C:8]([O:10][CH3:11])=[CH:9][C:4]=1[OH:3]. (3) Given the reactants C([C:3]1[C:8]([F:9])=[C:7]([N:10]2[CH:14]=[CH:13][CH:12]=[N:11]2)[CH:6]=[CH:5][C:4]=1[OH:15])C.Br[CH:17]([CH:21]([CH3:23])[CH3:22])[C:18]([O-])=[O:19].[C:24](=O)([O-])[O-].[K+].[K+].O.CN(C)[CH:33]=[O:34], predict the reaction product. The product is: [F:9][C:8]1[CH:3]=[C:4]([CH:5]=[CH:6][C:7]=1[N:10]1[CH:14]=[CH:13][CH:12]=[N:11]1)[O:15][CH:17]([CH:21]([CH3:23])[CH3:22])[C:18]([O:34][CH2:33][CH3:24])=[O:19]. (4) Given the reactants Cl.[F:2][C:3]1[CH:8]=[CH:7][C:6]([NH:9]N)=[CH:5][CH:4]=1.[O:11]1[CH:16]=[CH:15][CH2:14][CH2:13][CH2:12]1.S(=O)(=O)(O)O, predict the reaction product. The product is: [F:2][C:3]1[CH:8]=[C:7]2[C:6](=[CH:5][CH:4]=1)[NH:9][CH:16]=[C:15]2[CH2:14][CH2:13][CH2:12][OH:11].